This data is from Forward reaction prediction with 1.9M reactions from USPTO patents (1976-2016). The task is: Predict the product of the given reaction. (1) Given the reactants [C:1]([C:3]1[CH:4]=[C:5]([N+:10]([O-:12])=[O:11])[CH:6]=[CH:7][C:8]=1F)#[N:2].[NH2:13][C:14]1[CH:15]=[C:16]([OH:21])[CH:17]=[CH:18][C:19]=1[F:20].C(=O)([O-])[O-].[K+].[K+], predict the reaction product. The product is: [NH2:13][C:14]1[CH:15]=[C:16]([CH:17]=[CH:18][C:19]=1[F:20])[O:21][C:8]1[CH:7]=[CH:6][C:5]([N+:10]([O-:12])=[O:11])=[CH:4][C:3]=1[C:1]#[N:2]. (2) The product is: [NH2:9][CH2:8][C@H:3]1[C@@H:2]([CH3:1])[CH2:7][CH2:6][CH2:5][N:4]1[C:32]([C:31]1[CH:35]=[C:27]([CH3:26])[CH:28]=[CH:29][C:30]=1[N:36]1[N:40]=[CH:39][CH:38]=[N:37]1)=[O:33]. Given the reactants [CH3:1][C@H:2]1[CH2:7][CH2:6][CH2:5][NH:4][C@H:3]1[CH2:8][NH:9]C(=O)OC(C)(C)C.CCN(C(C)C)C(C)C.[CH3:26][C:27]1[CH:28]=[CH:29][C:30]([N:36]2[N:40]=[CH:39][CH:38]=[N:37]2)=[C:31]([CH:35]=1)[C:32](O)=[O:33].CN(C(ON1N=NC2C=CC=NC1=2)=[N+](C)C)C.F[P-](F)(F)(F)(F)F.C(=O)([O-])N.C(O)(C(F)(F)F)=O, predict the reaction product. (3) Given the reactants [F:1][C:2]1[CH:3]=[C:4]2[C:12](=[C:13]([S:15]([CH3:18])(=[O:17])=[O:16])[CH:14]=1)[NH:11][C:10]1[C@@H:9]([CH2:19][C:20]([O:22][CH2:23][CH3:24])=[O:21])[CH2:8][CH2:7][CH2:6][C:5]2=1.C1(P(C2C=CC=CC=2)C2C=CC=CC=2)C=CC=CC=1.[Cl:44][C:45]1[CH:50]=[CH:49][C:48]([C@H:51](O)[CH3:52])=[CH:47][CH:46]=1.N(C(OC(C)(C)C)=O)=NC(OC(C)(C)C)=O, predict the reaction product. The product is: [Cl:44][C:45]1[CH:50]=[CH:49][C:48]([C@@H:51]([N:11]2[C:10]3[C@@H:9]([CH2:19][C:20]([O:22][CH2:23][CH3:24])=[O:21])[CH2:8][CH2:7][CH2:6][C:5]=3[C:4]3[C:12]2=[C:13]([S:15]([CH3:18])(=[O:17])=[O:16])[CH:14]=[C:2]([F:1])[CH:3]=3)[CH3:52])=[CH:47][CH:46]=1. (4) Given the reactants C([O:5][C:6](=[O:40])[CH2:7][N:8]1[C:12]2[CH:13]=[CH:14][C:15]([N:17]([S:27]([C:30]3[CH:35]=[CH:34][C:33]([F:36])=[CH:32][CH:31]=3)(=[O:29])=[O:28])[CH2:18][CH2:19][CH2:20][C:21]3[CH:26]=[CH:25][CH:24]=[CH:23][CH:22]=3)=[CH:16][C:11]=2[N:10]=[C:9]1[CH2:37][CH2:38][CH3:39])(C)(C)C.C(O)(C(F)(F)F)=O, predict the reaction product. The product is: [F:36][C:33]1[CH:34]=[CH:35][C:30]([S:27]([N:17]([CH2:18][CH2:19][CH2:20][C:21]2[CH:22]=[CH:23][CH:24]=[CH:25][CH:26]=2)[C:15]2[CH:14]=[CH:13][C:12]3[N:8]([CH2:7][C:6]([OH:40])=[O:5])[C:9]([CH2:37][CH2:38][CH3:39])=[N:10][C:11]=3[CH:16]=2)(=[O:28])=[O:29])=[CH:31][CH:32]=1. (5) The product is: [I:1][C:2]1[CH:3]=[N:4][N:5]([CH:12]2[CH2:17][CH2:16][S:15](=[O:19])(=[O:18])[CH2:14][CH2:13]2)[CH:6]=1. Given the reactants [I:1][C:2]1[CH:3]=[N:4][NH:5][CH:6]=1.CS(O[CH:12]1[CH2:17][CH2:16][S:15](=[O:19])(=[O:18])[CH2:14][CH2:13]1)(=O)=O.C(=O)([O-])[O-].[Cs+].[Cs+].CC(C)([O-])C.[K+], predict the reaction product. (6) Given the reactants [I-].[CH2:2]([N+:6]1[C:10]([CH3:11])=[C:9]([CH3:12])[S:8][C:7]=1[CH3:13])[CH2:3][CH2:4][CH3:5].[O:14]1[C:18]2[CH:19]=[CH:20][C:21]([C:23](Cl)=[O:24])=[CH:22][C:17]=2[O:16][CH2:15]1, predict the reaction product. The product is: [O:14]1[C:18]2[CH:19]=[CH:20][C:21]([C:23](=[O:24])/[CH:13]=[C:7]3\[S:8][C:9]([CH3:12])=[C:10]([CH3:11])[N:6]\3[CH2:2][CH2:3][CH2:4][CH3:5])=[CH:22][C:17]=2[O:16][CH2:15]1. (7) Given the reactants [SH:1][C:2]([CH3:9])([CH3:8])[CH2:3][CH2:4][C:5]([OH:7])=[O:6].C(=O)([O-])[O-].[Na+].[Na+].[CH3:16][S:17]S(C)(=O)=O, predict the reaction product. The product is: [CH3:8][C:2]([S:1][S:17][CH3:16])([CH3:9])[CH2:3][CH2:4][C:5]([OH:7])=[O:6]. (8) Given the reactants C(O[C:6]([N:8]1[CH2:13][CH2:12][C:11](=[C:14]([Br:28])[C:15]2[CH:20]=[CH:19][C:18]([C:21](=[O:27])[N:22]([CH2:25][CH3:26])[CH2:23][CH3:24])=[CH:17][CH:16]=2)[CH2:10][CH2:9]1)=O)(C)(C)C.C(O)(C(F)(F)F)=O.[CH:36](=O)[CH2:37][CH2:38]C.[BH-](OC(C)=O)(OC(C)=O)OC(C)=O.[Na+], predict the reaction product. The product is: [Br:28][C:14](=[C:11]1[CH2:12][CH2:13][N:8]([CH2:6][CH2:36][CH2:37][CH3:38])[CH2:9][CH2:10]1)[C:15]1[CH:16]=[CH:17][C:18]([C:21]([N:22]([CH2:23][CH3:24])[CH2:25][CH3:26])=[O:27])=[CH:19][CH:20]=1. (9) Given the reactants F[C:2]1[CH:9]=[CH:8][C:5]([C:6]#[N:7])=[C:4]([C:10]([F:13])([F:12])[F:11])[CH:3]=1.[CH2:14]([C:18]1[N:19]=[C:20]([C:25]2[CH:30]=[CH:29][C:28]([C:31]([F:34])([F:33])[F:32])=[CH:27][CH:26]=2)[S:21][C:22]=1[CH2:23][OH:24])[CH2:15][CH2:16][CH3:17].C(=O)([O-])[O-].[Cs+].[Cs+], predict the reaction product. The product is: [CH2:14]([C:18]1[N:19]=[C:20]([C:25]2[CH:30]=[CH:29][C:28]([C:31]([F:33])([F:34])[F:32])=[CH:27][CH:26]=2)[S:21][C:22]=1[CH2:23][O:24][C:2]1[CH:9]=[CH:8][C:5]([C:6]#[N:7])=[C:4]([C:10]([F:13])([F:12])[F:11])[CH:3]=1)[CH2:15][CH2:16][CH3:17].